The task is: Predict the reactants needed to synthesize the given product.. This data is from Full USPTO retrosynthesis dataset with 1.9M reactions from patents (1976-2016). (1) Given the product [C:1]([O:5][C:6]([NH:8][CH2:9][C:10]1[C:11]([CH2:36][CH:37]([CH3:39])[CH3:38])=[N:12][C:13]2[C:18]([C:19]=1[C:20]1[CH:25]=[CH:24][C:23]([CH3:26])=[CH:22][CH:21]=1)=[CH:17][C:16]([O:27][CH2:28][CH2:34][CH2:35][C:40]([OH:42])=[O:43])=[CH:15][CH:14]=2)=[O:7])([CH3:2])([CH3:3])[CH3:4], predict the reactants needed to synthesize it. The reactants are: [C:1]([O:5][C:6]([NH:8][CH2:9][C:10]1[C:11]([CH2:36][CH:37]([CH3:39])[CH3:38])=[N:12][C:13]2[C:18]([C:19]=1[C:20]1[CH:25]=[CH:24][C:23]([CH3:26])=[CH:22][CH:21]=1)=[CH:17][C:16]([O:27][CH:28]([CH2:34][CH3:35])C(OCC)=O)=[CH:15][CH:14]=2)=[O:7])([CH3:4])([CH3:3])[CH3:2].[CH2:40]([OH:42])C.[OH-:43].[Na+].Cl. (2) The reactants are: [CH3:1][C:2]([CH3:7])([CH3:6])[CH2:3][CH:4]=O.[NH2:8][CH2:9][C:10]([CH3:13])([OH:12])[CH3:11].[S-:14][C:15]#[N:16].[K+].II. Given the product [C:2]([C:3]1[S:14][C:15](=[NH:16])[N:8]([CH2:9][C:10]([CH3:13])([OH:12])[CH3:11])[CH:4]=1)([CH3:7])([CH3:6])[CH3:1], predict the reactants needed to synthesize it.